From a dataset of Forward reaction prediction with 1.9M reactions from USPTO patents (1976-2016). Predict the product of the given reaction. (1) Given the reactants C(OC([NH:11][C:12]1([PH:20]([NH:22][C:23](=[O:32])[C:24]2[CH:29]=[CH:28][C:27]([O:30][CH3:31])=[CH:26][CH:25]=2)=[O:21])[CH2:17][CH2:16][CH2:15][N:14]([NH2:18])[C:13]1=[O:19])=O)C1C=CC=CC=1, predict the reaction product. The product is: [NH2:11][C:12]1([PH:20]([NH:22][C:23](=[O:32])[C:24]2[CH:29]=[CH:28][C:27]([O:30][CH3:31])=[CH:26][CH:25]=2)=[O:21])[CH2:17][CH2:16][CH2:15][N:14]([NH2:18])[C:13]1=[O:19]. (2) The product is: [NH2:22][C:17]1[CH:18]=[CH:19][CH:20]=[CH:21][C:16]=1[CH2:15][N:14]([CH3:25])[C:12](=[O:13])[CH2:11][CH2:10][CH2:9][S:8][C:5]1[CH:6]=[CH:7][C:2]([OH:1])=[CH:3][CH:4]=1. Given the reactants [OH:1][C:2]1[CH:7]=[CH:6][C:5]([S:8][CH2:9][CH2:10][CH2:11][C:12]([N:14]([CH3:25])[CH2:15][C:16]2[CH:21]=[CH:20][CH:19]=[CH:18][C:17]=2[N+:22]([O-])=O)=[O:13])=[CH:4][CH:3]=1.O.C(OCC)(=O)C, predict the reaction product. (3) The product is: [CH3:1][C:2]1[O:6][C:5]([C:7]2[CH:8]=[CH:9][CH:10]=[CH:11][CH:12]=2)=[N:4][C:3]=1[CH2:13][O:14][C:15]1[CH:33]=[CH:32][C:18]2[C:19]([C:26]3[CH:31]=[CH:30][CH:29]=[CH:28][CH:27]=3)=[C:20]([CH2:22][OH:23])[O:21][C:17]=2[CH:16]=1. Given the reactants [CH3:1][C:2]1[O:6][C:5]([C:7]2[CH:12]=[CH:11][CH:10]=[CH:9][CH:8]=2)=[N:4][C:3]=1[CH2:13][O:14][C:15]1[CH:33]=[CH:32][C:18]2[C:19]([C:26]3[CH:31]=[CH:30][CH:29]=[CH:28][CH:27]=3)=[C:20]([C:22](OC)=[O:23])[O:21][C:17]=2[CH:16]=1.O1CCCC1.[H-].C([Al+]CC(C)C)C(C)C.O.O.O.O.O.O.O.O.O.O.S([O-])([O-])(=O)=O.[Na+].[Na+], predict the reaction product. (4) Given the reactants [CH2:1]([O:3][C:4](=[O:15])[CH2:5][CH2:6][C:7]1[CH:12]=[CH:11][C:10]([OH:13])=[CH:9][C:8]=1[CH3:14])[CH3:2].Cl[CH:17]([C:19]1[C:20]([CH3:35])=[N:21][C:22]([C:25]2[CH:30]=[CH:29][C:28]([C:31]([F:34])([F:33])[F:32])=[CH:27][CH:26]=2)=[CH:23][CH:24]=1)[CH3:18], predict the reaction product. The product is: [CH2:1]([O:3][C:4](=[O:15])[CH2:5][CH2:6][C:7]1[CH:12]=[CH:11][C:10]([O:13][CH:17]([C:19]2[C:20]([CH3:35])=[N:21][C:22]([C:25]3[CH:30]=[CH:29][C:28]([C:31]([F:34])([F:32])[F:33])=[CH:27][CH:26]=3)=[CH:23][CH:24]=2)[CH3:18])=[CH:9][C:8]=1[CH3:14])[CH3:2]. (5) The product is: [CH3:17][O:15][C:14](=[O:16])[CH2:13][C:8]1[CH:9]=[CH:10][CH:11]=[CH:12][C:7]=1[Br:6]. Given the reactants OS(O)(=O)=O.[Br:6][C:7]1[CH:12]=[CH:11][CH:10]=[CH:9][C:8]=1[CH2:13][C:14]([OH:16])=[O:15].[C:17]([O-])(O)=O.[Na+], predict the reaction product. (6) Given the reactants [F:1][C:2]1[CH:3]=[C:4]([CH:19]=[CH:20][C:21]=1[N+:22]([O-])=O)[O:5][CH:6]1[CH2:11][CH2:10][N:9]([C:12]([O:14][C:15]([CH3:18])([CH3:17])[CH3:16])=[O:13])[CH2:8][CH2:7]1, predict the reaction product. The product is: [NH2:22][C:21]1[CH:20]=[CH:19][C:4]([O:5][CH:6]2[CH2:7][CH2:8][N:9]([C:12]([O:14][C:15]([CH3:18])([CH3:16])[CH3:17])=[O:13])[CH2:10][CH2:11]2)=[CH:3][C:2]=1[F:1]. (7) Given the reactants F[C:2]1[CH:3]=[C:4]([OH:11])[CH:5]=[CH:6][C:7]=1[N+:8]([O-:10])=[O:9].[NH2:12][C:13]1[CH:18]=[CH:17][CH:16]=[CH:15][CH:14]=1, predict the reaction product. The product is: [C:13]1([NH:12][C:2]2[CH:3]=[C:4]([OH:11])[CH:5]=[CH:6][C:7]=2[N+:8]([O-:10])=[O:9])[CH:18]=[CH:17][CH:16]=[CH:15][CH:14]=1. (8) Given the reactants [Cl:1][C:2]1[C:3]([C:26]([F:29])([F:28])[F:27])=[CH:4][C:5]2[N:9]=[C:8]([CH2:10][CH:11]3[CH2:14][CH:13]([CH:15]=O)[CH2:12]3)[N:7]([CH2:17][O:18][CH2:19][CH2:20][Si:21]([CH3:24])([CH3:23])[CH3:22])[C:6]=2[CH:25]=1.[CH3:30][C:31]1([CH3:54])[O:35][C@@H:34]2[C@@H:36]([CH2:49][NH:50][CH:51]([CH3:53])[CH3:52])[CH2:37][C@@H:38]([N:39]3[C:43]4[N:44]=[CH:45][N:46]=[C:47]([NH2:48])[C:42]=4[CH:41]=[CH:40]3)[C@@H:33]2[O:32]1.[O-]S([O-])(=O)=O.[Mg+2].C([O-])(O)=O.[Na+], predict the reaction product. The product is: [Cl:1][C:2]1[C:3]([C:26]([F:29])([F:27])[F:28])=[CH:4][C:5]2[N:9]=[C:8]([CH2:10][CH:11]3[CH2:12][CH:13]([CH2:15][N:50]([CH2:49][C@@H:36]4[C@H:34]5[O:35][C:31]([CH3:54])([CH3:30])[O:32][C@H:33]5[C@H:38]([N:39]5[C:43]6[N:44]=[CH:45][N:46]=[C:47]([NH2:48])[C:42]=6[CH:41]=[CH:40]5)[CH2:37]4)[CH:51]([CH3:52])[CH3:53])[CH2:14]3)[N:7]([CH2:17][O:18][CH2:19][CH2:20][Si:21]([CH3:24])([CH3:22])[CH3:23])[C:6]=2[CH:25]=1. (9) Given the reactants Cl[C:2]1[N:3]=[CH:4][C:5]2[N:11]([CH3:12])[C:10](=[O:13])[C:9]([F:15])([F:14])[CH2:8][N:7]([CH:16]3[CH2:21][CH2:20][CH2:19][CH2:18][CH2:17]3)[C:6]=2[N:22]=1.O.C1(C)C(S(O)(=O)=O)=CC=CC=1.[NH2:35][C:36]1[CH:54]=[CH:53][C:39]([C:40]([NH:42][CH:43]2[CH2:48][CH2:47][N:46]([S:49]([CH3:52])(=[O:51])=[O:50])[CH2:45][CH2:44]2)=[O:41])=[CH:38][CH:37]=1.[CH:55]([OH:58])(C)C, predict the reaction product. The product is: [CH:16]1([N:7]2[CH2:8][C:9]([F:15])([F:14])[C:10](=[O:13])[N:11]([CH3:12])[C:5]3[CH:4]=[N:3][C:2]([NH:35][C:36]4[CH:54]=[CH:53][C:39]([C:40]([NH:42][CH:43]5[CH2:44][CH2:45][N:46]([S:49]([CH3:52])(=[O:51])=[O:50])[CH2:47][CH2:48]5)=[O:41])=[CH:38][C:37]=4[O:58][CH3:55])=[N:22][C:6]2=3)[CH2:21][CH2:20][CH2:19][CH2:18][CH2:17]1.